This data is from Forward reaction prediction with 1.9M reactions from USPTO patents (1976-2016). The task is: Predict the product of the given reaction. (1) Given the reactants [CH2:1]([C:5]1[N:6]=[C:7]([C:10]2[O:14][C:13]([CH2:15][C:16]([CH3:22])([CH3:21])[C:17]([O:19]C)=[O:18])=[N:12][N:11]=2)[S:8][CH:9]=1)[CH:2]([CH3:4])[CH3:3].Br[C:24]1[CH:29]=[CH:28][C:27]([S:30]([NH:33][C@@H:34]([CH3:39])[C:35]([F:38])([F:37])[F:36])(=[O:32])=[O:31])=[CH:26][C:25]=1[O:40][C:41]([F:44])([F:43])[F:42], predict the reaction product. The product is: [CH2:1]([C:5]1[N:6]=[C:7]([C:10]2[O:14][C:13]([CH2:15][C:16]([CH3:22])([CH3:21])[C:17]([OH:19])=[O:18])=[N:12][N:11]=2)[S:8][C:9]=1[C:24]1[CH:29]=[CH:28][C:27]([S:30](=[O:32])(=[O:31])[NH:33][C@@H:34]([CH3:39])[C:35]([F:37])([F:36])[F:38])=[CH:26][C:25]=1[O:40][C:41]([F:44])([F:42])[F:43])[CH:2]([CH3:4])[CH3:3]. (2) Given the reactants Br[C:2]1[CH:3]=[N:4][CH:5]=[C:6]([CH:11]=1)[C:7]([O:9][CH3:10])=[O:8].[F:12][C:13]([F:24])([F:23])[C:14]1[CH:19]=[CH:18][C:17](B(O)O)=[CH:16][CH:15]=1, predict the reaction product. The product is: [F:12][C:13]([F:24])([F:23])[C:14]1[CH:19]=[CH:18][C:17]([C:2]2[CH:11]=[C:6]([C:7]([O:9][CH3:10])=[O:8])[CH:5]=[N:4][CH:3]=2)=[CH:16][CH:15]=1. (3) Given the reactants [Br:1][C:2]1[CH:7]=[CH:6][CH:5]=[CH:4][C:3]=1[CH2:8][C:9]([O:11][CH3:12])=[O:10].[Li+].C[Si]([N-][Si](C)(C)C)(C)C.N1([C:28](=[O:30])[CH3:29])C=CN=C1.CN(C=O)C, predict the reaction product. The product is: [Br:1][C:2]1[CH:7]=[CH:6][CH:5]=[CH:4][C:3]=1[CH:8]([C:28](=[O:30])[CH3:29])[C:9]([O:11][CH3:12])=[O:10]. (4) Given the reactants Cl[C:2]1[CH:7]=[C:6]([C:8]2[CH:13]=[CH:12][C:11]([Cl:14])=[C:10]([Cl:15])[C:9]=2[Cl:16])[N:5]=[C:4]([NH2:17])[N:3]=1.[Cl:18][C:19]1[CH:24]=[CH:23][C:22]([CH2:25][CH2:26][NH2:27])=[CH:21][CH:20]=1.C(N(CC)CC)C, predict the reaction product. The product is: [Cl:18][C:19]1[CH:24]=[CH:23][C:22]([CH2:25][CH2:26][NH:27][C:2]2[CH:7]=[C:6]([C:8]3[CH:13]=[CH:12][C:11]([Cl:14])=[C:10]([Cl:15])[C:9]=3[Cl:16])[N:5]=[C:4]([NH2:17])[N:3]=2)=[CH:21][CH:20]=1. (5) Given the reactants [C:1]([NH:14][CH2:15][CH2:16][CH2:17][CH2:18][C@@H:19]([C:21]([OH:23])=[O:22])[NH2:20])(=[O:13])[CH2:2][CH2:3][CH2:4][CH2:5][CH2:6][CH2:7][CH2:8][CH2:9][CH2:10][CH2:11][CH3:12].CC[O:26][CH2:27][CH3:28].Cl, predict the reaction product. The product is: [C:1]([NH:14][CH2:15][CH2:16][CH2:17][CH2:18][C@@H:19]([C:21]([OH:23])=[O:22])[NH:20][C:27](=[O:26])[CH2:28][CH2:16][CH2:17][CH2:18][CH2:19][C:21]([OH:23])=[O:22])(=[O:13])[CH2:2][CH2:3][CH2:4][CH2:5][CH2:6][CH2:7][CH2:8][CH2:9][CH2:10][CH2:11][CH3:12].